From a dataset of NCI-60 drug combinations with 297,098 pairs across 59 cell lines. Regression. Given two drug SMILES strings and cell line genomic features, predict the synergy score measuring deviation from expected non-interaction effect. (1) Drug 1: CN(C)C1=NC(=NC(=N1)N(C)C)N(C)C. Drug 2: CC1C(C(CC(O1)OC2CC(OC(C2O)C)OC3=CC4=CC5=C(C(=O)C(C(C5)C(C(=O)C(C(C)O)O)OC)OC6CC(C(C(O6)C)O)OC7CC(C(C(O7)C)O)OC8CC(C(C(O8)C)O)(C)O)C(=C4C(=C3C)O)O)O)O. Cell line: KM12. Synergy scores: CSS=24.9, Synergy_ZIP=2.56, Synergy_Bliss=4.05, Synergy_Loewe=9.47, Synergy_HSA=7.69. (2) Drug 1: CCC1=CC2CC(C3=C(CN(C2)C1)C4=CC=CC=C4N3)(C5=C(C=C6C(=C5)C78CCN9C7C(C=CC9)(C(C(C8N6C)(C(=O)OC)O)OC(=O)C)CC)OC)C(=O)OC.C(C(C(=O)O)O)(C(=O)O)O. Drug 2: C(CN)CNCCSP(=O)(O)O. Cell line: SR. Synergy scores: CSS=52.1, Synergy_ZIP=-2.33, Synergy_Bliss=-4.36, Synergy_Loewe=-5.53, Synergy_HSA=-2.92.